Regression. Given a target protein amino acid sequence and a drug SMILES string, predict the binding affinity score between them. We predict pIC50 (pIC50 = -log10(IC50 in M); higher means more potent). Dataset: bindingdb_ic50. From a dataset of Drug-target binding data from BindingDB using IC50 measurements. (1) The drug is CC[C@H](C)[C@@H]1NC(=O)[C@@H](Cc2ccc(OC)cc2)NC(=O)[C@H](CCCCCC(=O)NO)NC(=O)[C@H]2CCCN2C1=O. The target protein (Q9Z2V5) has sequence MTSTGQDSSTRQRKSRHNPQSPLQESSATLKRGGKKCAVPHSSPNLAEVKKKGKMKKLSQPAEEDLVVGLQGLDLNPETRVPVGTGLVFDEQLNDFHCLWDDSFPESPERLHAIREQLILEGLLGRCVSFQARFAEKEELMLVHSLEYIDLMETTQYMNEGELRVLAETYDSVYLHPNSYSCACLATGSVLRLVDALMGAEIRNGMAVIRPPGHHAQHNLMDGYCMFNHLAVAARYAQKKHRIQRVLIVDWDVHHGQGTQFIFDQDPSVLYFSIHRYEHGRFWPHLKASNWSTIGFGQGQGYTINVPWNQTGMRDADYIAAFLHILLPVASEFQPQLVLVAAGFDALHGDPKGEMAATPAGFAHLTHLLMGLAGGKLILSLEGGYNLRALAKGVSASLHTLLGDPCPMLESCVVPCASAQTSIYCTLEALEPFWEVLERSVETQEEDEVEEAVLEEEEEEGGWEATALPMDTWPLLQNRTGLVYDEKMMSHCNLWDNHHP.... The pIC50 is 7.9. (2) The drug is COc1ccc2c3c1O[C@H]1C[C@H](O)C=C[C@@]31CCN(Cc1ccc(Br)cc1)C2. The target protein (P04058) has sequence MNLLVTSSLGVLLHLVVLCQADDHSELLVNTKSGKVMGTRVPVLSSHISAFLGIPFAEPPVGNMRFRRPEPKKPWSGVWNASTYPNNCQQYVDEQFPGFSGSEMWNPNREMSEDCLYLNIWVPSPRPKSTTVMVWIYGGGFYSGSSTLDVYNGKYLAYTEEVVLVSLSYRVGAFGFLALHGSQEAPGNVGLLDQRMALQWVHDNIQFFGGDPKTVTIFGESAGGASVGMHILSPGSRDLFRRAILQSGSPNCPWASVSVAEGRRRAVELGRNLNCNLNSDEELIHCLREKKPQELIDVEWNVLPFDSIFRFSFVPVIDGEFFPTSLESMLNSGNFKKTQILLGVNKDEGSFFLLYGAPGFSKDSESKISREDFMSGVKLSVPHANDLGLDAVTLQYTDWMDDNNGIKNRDGLDDIVGDHNVICPLMHFVNKYTKFGNGTYLYFFNHRASNLVWPEWMGVIHGYEIEFVFGLPLVKELNYTAEEEALSRRIMHYWATFAKT.... The pIC50 is 4.3. (3) The drug is NC(=O)c1cc(-c2cc(N)ncn2)cn1-c1cc(C(F)(F)F)ccc1Cl. The target protein sequence is PATEVDPTHFEKRFLKRIRDLGEGHFGKVELCRYDPEGDNTGEQVAVKSLKPESGGNHIADLKKEIEILRNLYHENIVKYKGICTEDGGNGIKLIMEFLPSGSLKEYLPKNKNKINLKQQLKYAVQICKGMDYLGSRQYVHRDLAARNVLVESEHQVKIGDFGLTKAIETDKEYYTVKDDRDSPVFWYAPECLMQSKFYIASDVWSFGVTLHELLTYCDSDSSPMALFLKMIGPTHGQMTVTRLVNTLKEGKRLPCPPNCPDEVYQLMRKCWEFQPSNRTSFQNLIEGFEAL. The pIC50 is 6.0. (4) The compound is COc1ccc(C2=NN(C(C)C)C(=O)C2(C)C)cc1O. The target protein sequence is MFMNKPFGSKRCEPFHESEHLCEAFAITEAILARYQRGKRSFTSSEKSGLAALIKRIPYDILVEVLDQSGFTPTSNATPPVDYLAMMEHTMTHGASITHALQYLNDLMTKCTGCPGIRTYYHNPNDDVLADPVHDTAALIDETTAVGKSVVTKQYLNIAGAHYIPLIHGDIVVGCVEVPRFSGNLEKLPSFPSLIRAVTCTAHKFIEEARINWNREKAEAMLQMATRLARDNLDETVLASSIMNTVKSLTESARCSLFLVKDDKLEAHFEDGNVVSIPKGTGIVGYVAQTGETVNIVDAYADDRFNREVDKATGYRTKTILCMPVMYEGTIVAVTQLINKLDLTTESGLRLPRVFGKRDEELFQTFSMFAGASLRNCRINDRLLKEKKKSDVILDVVTVLSNTDIRDVDGIVRHALHGAKKLLNADRSTLFLVDKERNELCSRMADSVAGKEIRFPCGQGIAGTVAASGVGENIQDAYQDPRFNREVDKQLGYRTQTILC.... The pIC50 is 5.0.